Dataset: Tyrosyl-DNA phosphodiesterase HTS with 341,365 compounds. Task: Binary Classification. Given a drug SMILES string, predict its activity (active/inactive) in a high-throughput screening assay against a specified biological target. (1) The drug is S(CC(=O)NCCc1cc(OCC)c(OCC)cc1)c1n(nnn1)c1c(cc(cc1)C)C. The result is 0 (inactive). (2) The drug is s1c2nc(n(\N=C\c3ccccc3)c(=O)c2c(c1C)C)C. The result is 0 (inactive). (3) The drug is Brc1ccc(CN(N2C(=O)CCCC2=O)C(=O)c2ccc([N+]([O-])=O)cc2)cc1. The result is 0 (inactive). (4) The compound is S(=O)(=O)(N1CCN(CC1)Cc1occc1)c1ccc([N+]([O-])=O)cc1. The result is 0 (inactive).